The task is: Binary Classification. Given a T-cell receptor sequence (or CDR3 region) and an epitope sequence, predict whether binding occurs between them.. This data is from TCR-epitope binding with 47,182 pairs between 192 epitopes and 23,139 TCRs. The epitope is LLLGIGILV. The TCR CDR3 sequence is CASNPSPGNTGELFF. Result: 1 (the TCR binds to the epitope).